This data is from Full USPTO retrosynthesis dataset with 1.9M reactions from patents (1976-2016). The task is: Predict the reactants needed to synthesize the given product. (1) Given the product [CH3:1][O:2][C:3](=[O:28])[N:4]=[C:5]([S:26][CH3:27])[C:6](=[N:17][C:18]1[CH:19]=[CH:20][C:21]([C:24]#[N:25])=[CH:22][CH:23]=1)[C:7]1[CH:12]=[C:11]([O:13][CH3:14])[CH:10]=[C:9]([CH2:38][O:39][CH2:40][CH2:41][OH:42])[C:8]=1[F:16], predict the reactants needed to synthesize it. The reactants are: [CH3:1][O:2][C:3](=[O:28])[N:4]=[C:5]([S:26][CH3:27])[C:6](=[N:17][C:18]1[CH:23]=[CH:22][C:21]([C:24]#[N:25])=[CH:20][CH:19]=1)[C:7]1[CH:12]=[C:11]([O:13][CH3:14])[CH:10]=[C:9](O)[C:8]=1[F:16].FC1C([CH2:38][O:39][CH2:40][CH2:41][O:42][Si](C(C)C)(C(C)C)C(C)C)=CC(OC)=CC=1C=O. (2) The reactants are: [Cl:1][C:2]1[C:10]([NH:11][S:12]([CH2:15][CH2:16][CH3:17])(=[O:14])=[O:13])=[CH:9][CH:8]=[C:7]([F:18])[C:3]=1C(O)=O.C([N:21]([CH2:24]C)CC)C.[CH3:26][O:27][C:28]1[C:36]2[C:31](=[N:32][CH:33]=[N:34][C:35]=2[NH2:37])[NH:30][N:29]=1.C1C[O:41]CC1. Given the product [Cl:1][C:2]1[C:3]([NH:21][C:24]([NH:37][C:35]2[N:34]=[CH:33][N:32]=[C:31]3[NH:30][N:29]=[C:28]([O:27][CH3:26])[C:36]=23)=[O:41])=[C:7]([F:18])[CH:8]=[CH:9][C:10]=1[NH:11][S:12]([CH2:15][CH2:16][CH3:17])(=[O:13])=[O:14], predict the reactants needed to synthesize it. (3) Given the product [CH3:18][O:17][C:14]1[CH:15]=[CH:4][C:2]([C:1]([O:7][CH2:8][Cl:9])=[O:6])=[CH:3][CH:13]=1, predict the reactants needed to synthesize it. The reactants are: [C:1]([O:7][CH2:8][Cl:9])(=[O:6])[C:2](C)([CH3:4])[CH3:3].C(Cl)(=O)C1C=[CH:15][C:14]([O:17][CH3:18])=[CH:13]C=1.C=O. (4) Given the product [CH2:1]([N:7]1[CH2:12][CH2:11][C:10]([CH3:21])([C:13]2[CH:18]=[CH:17][CH:16]=[C:15]([CH2:19][NH2:20])[CH:14]=2)[CH:9]([CH3:22])[CH2:8]1)[CH2:2][CH2:3][CH2:4][CH2:5][CH3:6], predict the reactants needed to synthesize it. The reactants are: [CH2:1]([N:7]1[CH2:12][CH2:11][C:10]([CH3:21])([C:13]2[CH:18]=[CH:17][CH:16]=[C:15]([C:19]#[N:20])[CH:14]=2)[CH:9]([CH3:22])[CH2:8]1)[CH2:2][CH2:3][CH2:4][CH2:5][CH3:6].[H-].[Al+3].[Li+].[H-].[H-].[H-].C(OCC)C.[OH-].[Na+]. (5) Given the product [Cl:1][C:2]1[CH:3]=[CH:4][C:5]2[NH:11][C:10](=[S:38])[C@@H:9]([CH2:13][C:14]([O:16][CH2:51][CH3:57])=[O:15])[S:8][C@H:7]([C:17]3[C:22]([F:23])=[CH:21][CH:20]=[C:19]([O:24][CH3:25])[C:18]=3[O:26][CH3:27])[C:6]=2[CH:28]=1, predict the reactants needed to synthesize it. The reactants are: [Cl:1][C:2]1[CH:3]=[CH:4][C:5]2[NH:11][C:10](=O)[C@@H:9]([CH2:13][C:14]([OH:16])=[O:15])[S:8][C@H:7]([C:17]3[C:22]([F:23])=[CH:21][CH:20]=[C:19]([O:24][CH3:25])[C:18]=3[O:26][CH3:27])[C:6]=2[CH:28]=1.COC1C=CC(P2(SP(C3C=CC(OC)=CC=3)(=S)S2)=[S:38])=CC=1.[C:51]1([CH3:57])C=CC=CC=1.